From a dataset of Forward reaction prediction with 1.9M reactions from USPTO patents (1976-2016). Predict the product of the given reaction. (1) The product is: [Br:1][C:2]1[CH:3]=[CH:4][C:5]([C:8]2([C:13]([F:14])([F:15])[F:16])[CH2:9][CH2:10][CH2:11][O:17]2)=[CH:6][CH:7]=1. Given the reactants [Br:1][C:2]1[CH:7]=[CH:6][C:5]([C:8]([OH:17])([C:13]([F:16])([F:15])[F:14])[CH2:9][CH2:10][CH2:11]O)=[CH:4][CH:3]=1.C(P(CCCC)CCCC)CCC.CN(C)C(N=NC(N(C)C)=O)=O, predict the reaction product. (2) Given the reactants [CH2:1]([O:3][C:4]([C@H:6]1[C@@H:11]([OH:12])[CH:10]=[CH:9][CH2:8][O:7]1)=[O:5])[CH3:2], predict the reaction product. The product is: [CH2:1]([O:3][C:4]([C@H:6]1[C@H:11]([OH:12])[CH:10]=[CH:9][CH2:8][O:7]1)=[O:5])[CH3:2]. (3) Given the reactants [CH2:1]([N:4]([CH2:22][CH2:23][CH3:24])[C:5]([C:7]1[CH:8]=[C:9]([CH:14]=[C:15]([C:17]2[S:18][CH:19]=[CH:20][N:21]=2)[CH:16]=1)[C:10]([O:12]C)=[O:11])=[O:6])[CH2:2][CH3:3], predict the reaction product. The product is: [CH2:22]([N:4]([CH2:1][CH2:2][CH3:3])[C:5]([C:7]1[CH:8]=[C:9]([CH:14]=[C:15]([C:17]2[S:18][CH:19]=[CH:20][N:21]=2)[CH:16]=1)[C:10]([OH:12])=[O:11])=[O:6])[CH2:23][CH3:24]. (4) The product is: [ClH:1].[Cl:1][C:2]1[CH:3]=[C:4]([S:8]([N:12]2[C:20]3[CH:19]=[CH:18][N:17]=[C:16]([N:21]4[CH2:22][CH2:23][NH:24][CH2:25][CH2:26]4)[C:15]=3[CH:14]=[CH:13]2)(=[O:10])=[O:9])[S:5][C:6]=1[Cl:7]. Given the reactants [Cl:1][C:2]1[CH:3]=[C:4]([S:8](Cl)(=[O:10])=[O:9])[S:5][C:6]=1[Cl:7].[NH:12]1[C:20]2[CH:19]=[CH:18][N:17]=[C:16]([N:21]3[CH2:26][CH2:25][N:24](C(OC(C)(C)C)=O)[CH2:23][CH2:22]3)[C:15]=2[CH:14]=[CH:13]1, predict the reaction product. (5) Given the reactants [NH:1]1[C:9]2[C:4](=[CH:5][CH:6]=[CH:7][CH:8]=2)[CH2:3][C:2]1=[O:10].C1C(=O)N([Br:18])C(=O)C1, predict the reaction product. The product is: [Br:18][C:6]1[CH:5]=[C:4]2[C:9](=[CH:8][CH:7]=1)[NH:1][C:2](=[O:10])[CH2:3]2. (6) Given the reactants [CH3:1][C:2]([N:10]1[CH:14]=[C:13]([NH:15][C:16](=[O:22])[CH:17]([NH2:21])[CH2:18][CH2:19][CH3:20])[N:12]=[CH:11]1)([CH3:9])[CH2:3][N:4]1[CH2:8][CH2:7][CH2:6][CH2:5]1.[CH2:23]1[C:32]2[C:27](=[CH:28][CH:29]=[CH:30][CH:31]=2)[CH2:26][CH2:25][C:24]1=O, predict the reaction product. The product is: [CH3:1][C:2]([N:10]1[CH:14]=[C:13]([NH:15][C:16](=[O:22])[CH:17]([NH:21][CH:29]2[CH2:30][CH2:31][C:32]3[C:27](=[CH:26][CH:25]=[CH:24][CH:23]=3)[CH2:28]2)[CH2:18][CH2:19][CH3:20])[N:12]=[CH:11]1)([CH3:9])[CH2:3][N:4]1[CH2:8][CH2:7][CH2:6][CH2:5]1.